Dataset: Peptide-MHC class I binding affinity with 185,985 pairs from IEDB/IMGT. Task: Regression. Given a peptide amino acid sequence and an MHC pseudo amino acid sequence, predict their binding affinity value. This is MHC class I binding data. The peptide sequence is FPVRPQVPH. The MHC is HLA-B07:02 with pseudo-sequence HLA-B07:02. The binding affinity (normalized) is 0.494.